Dataset: Experimentally validated miRNA-target interactions with 360,000+ pairs, plus equal number of negative samples. Task: Binary Classification. Given a miRNA mature sequence and a target amino acid sequence, predict their likelihood of interaction. (1) The miRNA is hsa-miR-3148 with sequence UGGAAAAAACUGGUGUGUGCUU. The protein sequence of the target gene is MAAAPRGIWEQRRLGCGLGPLARLLILAQALRLLPAARAGLCPAPCACRLPLLDCSRRKLPAPSWRALSGPLPSDISSLDLSHNRLSNWNNTLESQTLQEVKMNYNELTEIPYFGEPTPNITLLSLVHNLIPEINAEAFELYSALESLDLSSNIISEIKTSSFPRMSLKYLNLSNNRISTLEAGCFDNLSDSLLVVKLNRNRISMIPPKVFKLPHLQFLELKRNRIKIVEGLTFQGLDSLRSLKMQRNGISKLKDGAFFGLNNMEELELEHNNLTGVNKGWLYGLRMLQQLYMSQNAIEK.... Result: 0 (no interaction). (2) The miRNA is hsa-miR-508-5p with sequence UACUCCAGAGGGCGUCACUCAUG. The protein sequence of the target gene is MSYTSTDSDHNESPAADDNGSDCRSRWDGHALKKGPWSSAEDDILIDYVNKHGEGNWNAVQKHTSLFRCGKSCRLRWANHLRPNLKKGAFSQEEEQLIVELHAKMGNRWARMAAHLPGRTDNEIKNYWNTRIKRRQRAGLPLYPPEMHVEALEWSQEYAKSRVMGEDRRHQDFLQLGSCESNVFFDTLNFTDMVPGTFDLADMTAYKNMGNCASSPRYENFMTPTIPSSKRLWESELLYPGCSSTIKQEFSSPEQFRNTSPQTISKTCSFSVPCDVEHPLYGNRHSPVMIPDSHTPTDGI.... Result: 0 (no interaction). (3) The miRNA is hsa-miR-100-3p with sequence CAAGCUUGUAUCUAUAGGUAUG. The protein sequence of the target gene is MNNPSETSKPSMESGDGNTGTQTNGLDFQKQPVPVGGAISTAQAQAFLGHLHQVQLAGTSLQAAAQSLNVQSKSNEESGDSQQPSQPSQQPSVQAAIPQTQLMLAGGQITGLTLTPAQQQLLLQQAQAQAQLLAAAVQQHSASQQHSAAGATISASAATPMTQIPLSQPIQIAQDLQQLQQLQQQNLNLQQFVLVHPTTNLQPAQFIISQTPQGQQGLLQAQNLLTQLPQQSQANLLQSQPSITLTSQPATPTRTIAATPIQTLPQSQSTPKRIDTPSLEEPSDLEELEQFAKTFKQRRI.... Result: 1 (interaction). (4) The miRNA is hsa-miR-1273c with sequence GGCGACAAAACGAGACCCUGUC. The protein sequence of the target gene is MKHNGSRTCLNRRSRFGSRERDWLREDVKRGCVYLYGADTTTATTTTSSSSSSSSSSDLHLVLCTVETPASEICAGEGRESLYLQLHGDLVRRLEPSERPLQIVYDYLSRLGFEDPVRIQEEATNPDLSCMIRFYGEKPCQMDHLDRILLSGIYNVRKGKTQLHKWAERLVVLCGTCLIVSSVKDCQTGKMHILPLVGGKIEEVKRRQHSLAFSSAGAQAQTYHVSFETLAEYQRWQRQASKVVSQRMSTVDLSCYSLEEVPEHLFYSQDITYLNLRHNFMQLERPGGLDTLHKFSQLKG.... Result: 0 (no interaction). (5) The miRNA is hsa-miR-450a-1-3p with sequence AUUGGGAACAUUUUGCAUGUAU. The protein sequence of the target gene is MAEPRTASPRRLPALRRPGFLPPLLPPPPPPLLLLLLLLPLPAPSLGLGHSAELAFSVEPNDDIANPGQPIVLGCKVEGTPPVQVSWRKNGAELPEGTHTTLLANGSLLIHHFRLEQGGSPSDEGDYECVAQNRFGLLVSRKARLQAATMSDFHVHPQAVTGEEGGVARFQCQIHGLPKPLITWEKNRVPIDTDDERYTLLPKGVLQITGLRAEDSGIFHCVASNIASVRVSHGARLTVSGSGSGTYKEPTILVGPENLTLTVHQTAVLECVATGNPRPIVSWSRLDGRPIGVEGIQVLG.... Result: 0 (no interaction). (6) The miRNA is mmu-miR-340-5p with sequence UUAUAAAGCAAUGAGACUGAUU. The protein sequence of the target gene is MAAQVTLEDALSNVDLLEELPLPDQQPCIEPPPSSLLYQPNFNTNFEDRNAFVTGIARYIEQATVHSSMNEMLEEGQEYAVMLYTWRSCSRAIPQVKCNEQPNRVEIYEKTVEVLEPEVTKLMNFMYFQRNAIERFCGEVRRLCHAERRKDFVSEAYLITLGKFINMFAVLDELKNMKCSVKNDHSAYKRAAQFLRKMADPQSIQESQNLSMFLANHNKITQSLQQQLEVISGYEELLADIVNLCVDYYENRMYLTPSEKHMLLKVMGFGLYLMDGSVSNIYKLDAKKRINLSKIDKYFK.... Result: 1 (interaction). (7) The miRNA is mmu-miR-6984-3p with sequence UACUUUCUUUCCUGUCUUUCU. The protein sequence of the target gene is MTSSVRLAFLATLLLLLPLEAQIQQANSANVNQNVGQQDTGTLFTGTGTNLYYGVNLVPFGPEVGDQEVNPGLLTAGQTIDLHMYFPFYGGLYNYSTLSVNGYIGFATVLDQGPTLNVGPDMTDWPRHEDPAMIAPYLCKQQIPQNLNPGMRSGVFYRLMMRQSLFGRQTGSNMNMGQATYQSSFFGQSASKACPGTPDSYVRCDSQADYFLEEMQRWLIEGVAGAAAFRADAALVVTWYNTASAISGRSDIDSGQLATYQAIWLTDRTARLSYVILNYDRLGFDAADFRQNSRSGRCQA.... Result: 0 (no interaction). (8) The miRNA is hsa-miR-4717-5p with sequence UAGGCCACAGCCACCCAUGUGU. The protein sequence of the target gene is MGQCGITSSKTVLVFLNLIFWGAAGILCYVGAYVFITYDDYDHFFEDVYTLFPAVVIIAVGALLFIIGLIGCCATIRESRCGLATFVFILLLVFVTEVVVVVLGYVYRAKVENEVDRSIQKVYKTYNGTNSDAASRAIDYVQRQLHCCGIHNYSDWENTDWFKETKNQSVPLSCCRETAKSCNGSLANPSDLYAEGCEALVVKKLQEILMHVIWAALAFAAIQLLGMLCACIVLCRRSRDPAYELLITGGTYA. Result: 0 (no interaction). (9) The miRNA is hsa-miR-365b-5p with sequence AGGGACUUUCAGGGGCAGCUGU. The protein sequence of the target gene is MGVKKKREMQVAALTVCHQDMETLRSFADMEGKNLASLLLHCVQLTDGVSQIHSIKQIVPLLEKVDKNGVCDPAIQSCLDILAGIYFSLTLKNPLKKVLASSLNGLPEVFLTQATHSFTFHLQEELDTADLYSYRKVMDNISSCMENFNLGRASVVNLLKDVLHFLQKSLIEILEENRKFAGNRIVQTQLMSDLLVGVRVAMTLVQKVQGPQGSLWNDSSSPIWQSMCGLLSIFTKFLNDDDLLQTVESTSGLAVILFIKTMFRPSEKLPGLISSLLLRSAECTSIPEWLMNSCRSLCCT.... Result: 0 (no interaction).